From a dataset of Full USPTO retrosynthesis dataset with 1.9M reactions from patents (1976-2016). Predict the reactants needed to synthesize the given product. (1) Given the product [CH3:26][N:27]1[CH:31]=[CH:30][C:29]([NH:32][C:33]([C:35]2[CH:46]=[C:45]([O:47][C:57]3[CH:56]=[CH:55][C:54]([C:52]([N:48]4[CH2:49][CH2:50][CH2:51]4)=[O:53])=[CH:59][CH:58]=3)[C:38]3[CH2:39][CH:40]([CH2:42][O:43][CH3:44])[O:41][C:37]=3[CH:36]=2)=[O:34])=[N:28]1, predict the reactants needed to synthesize it. The reactants are: COC(C1C=C(OC2C=CC(S(C)(=O)=O)=CC=2)C=C2OC(C)CC=12)=O.[CH3:26][N:27]1[CH:31]=[CH:30][C:29]([NH:32][C:33]([C:35]2[CH:46]=[C:45]([OH:47])[C:38]3[CH2:39][CH:40]([CH2:42][O:43][CH3:44])[O:41][C:37]=3[CH:36]=2)=[O:34])=[N:28]1.[N:48]1([C:52]([C:54]2[CH:59]=[CH:58][C:57](F)=[CH:56][CH:55]=2)=[O:53])[CH2:51][CH2:50][CH2:49]1. (2) Given the product [F:8][C:4]1[CH:5]=[CH:6][CH:7]=[C:2]([F:1])[C:3]=1[N:9]1[C:14]2[N:15]=[C:16]([S:34]([CH3:35])=[O:45])[N:17]=[C:18]([C:19]3[CH:20]=[C:21]([CH:30]=[CH:31][C:32]=3[CH3:33])[C:22]([NH:24][C:25]3[S:26][CH:27]=[CH:28][N:29]=3)=[O:23])[C:13]=2[CH:12]=[CH:11][C:10]1=[O:36], predict the reactants needed to synthesize it. The reactants are: [F:1][C:2]1[CH:7]=[CH:6][CH:5]=[C:4]([F:8])[C:3]=1[N:9]1[C:14]2[N:15]=[C:16]([S:34][CH3:35])[N:17]=[C:18]([C:19]3[CH:20]=[C:21]([CH:30]=[CH:31][C:32]=3[CH3:33])[C:22]([NH:24][C:25]3[S:26][CH:27]=[CH:28][N:29]=3)=[O:23])[C:13]=2[CH:12]=[CH:11][C:10]1=[O:36].C1C=C(Cl)C=C(C(OO)=[O:45])C=1.CCOC(C)=O.CCCCCC. (3) Given the product [Cl:33][C:7]1[C:8]2[N:9]([N:10]=[C:11]([CH3:13])[N:12]=2)[C:4]2[CH:3]=[C:2]([Cl:1])[CH:16]=[N:15][C:5]=2[N:6]=1, predict the reactants needed to synthesize it. The reactants are: [Cl:1][C:2]1[CH:16]=[N:15][C:5]2[NH:6][C:7](=O)[C:8]3[N:9]([N:10]=[C:11]([CH3:13])[N:12]=3)[C:4]=2[CH:3]=1.CCN(C(C)C)C(C)C.C([O-])(O)=O.[Na+].O=P(Cl)(Cl)[Cl:33]. (4) The reactants are: [Cl:1][C:2]1[N:7]=[C:6]([NH:8][C:9]2[CH:32]=[CH:31][C:12]3[N:13]([CH3:30])[C:14]([N:16]([C:24]4[CH:29]=[CH:28][CH:27]=[CH:26][CH:25]=4)[C:17](=[O:23])[O:18][C:19]([CH3:22])([CH3:21])[CH3:20])=[N:15][C:11]=3[CH:10]=2)[CH:5]=[CH:4][N:3]=1.[C:33](=O)([O-])[O-].[Cs+].[Cs+].IC. Given the product [Cl:1][C:2]1[N:7]=[C:6]([N:8]([CH3:33])[C:9]2[CH:32]=[CH:31][C:12]3[N:13]([CH3:30])[C:14]([N:16]([C:24]4[CH:25]=[CH:26][CH:27]=[CH:28][CH:29]=4)[C:17](=[O:23])[O:18][C:19]([CH3:20])([CH3:21])[CH3:22])=[N:15][C:11]=3[CH:10]=2)[CH:5]=[CH:4][N:3]=1, predict the reactants needed to synthesize it. (5) Given the product [N:10]1[CH:9]=[N:8][N:6]2[CH:7]=[C:2]([B:11]([OH:14])[OH:12])[CH:3]=[CH:4][C:5]=12, predict the reactants needed to synthesize it. The reactants are: Br[C:2]1[CH:3]=[CH:4][C:5]2[N:6]([N:8]=[CH:9][N:10]=2)[CH:7]=1.[B:11](OC)([O:14]C)[O:12]C.[Li]C(C)(C)C.Cl. (6) The reactants are: [CH2:1]([O:5][C:6]([N:8]1[CH2:13][CH2:12][N:11]([C:14](=[O:32])[CH2:15][NH:16][C:17]([C:19]2[CH:28]=[C:27]([OH:29])[C:26]3[C:21](=[CH:22][C:23]([CH3:31])=[C:24]([CH3:30])[CH:25]=3)[N:20]=2)=[O:18])[CH2:10][CH2:9]1)=[O:7])[CH2:2][CH2:3][CH3:4].C(=O)([O-])[O-].[Cs+].[Cs+].[CH2:39]([O:46][C:47](=[O:50])[CH2:48]Br)[C:40]1[CH:45]=[CH:44][CH:43]=[CH:42][CH:41]=1. Given the product [CH2:1]([O:5][C:6]([N:8]1[CH2:9][CH2:10][N:11]([C:14](=[O:32])[CH2:15][NH:16][C:17]([C:19]2[CH:28]=[C:27]([O:29][CH2:48][C:47]([O:46][CH2:39][C:40]3[CH:45]=[CH:44][CH:43]=[CH:42][CH:41]=3)=[O:50])[C:26]3[C:21](=[CH:22][C:23]([CH3:31])=[C:24]([CH3:30])[CH:25]=3)[N:20]=2)=[O:18])[CH2:12][CH2:13]1)=[O:7])[CH2:2][CH2:3][CH3:4], predict the reactants needed to synthesize it. (7) Given the product [C:25]1([NH:31][CH2:1][C:3]2[CH:22]=[CH:21][C:6]([CH2:7][NH:8][C:9]([C:11]3[CH:12]=[C:13]4[C:18](=[CH:19][CH:20]=3)[N:17]=[CH:16][CH:15]=[CH:14]4)=[O:10])=[CH:5][CH:4]=2)[CH:30]=[CH:29][CH:28]=[CH:27][CH:26]=1, predict the reactants needed to synthesize it. The reactants are: [CH:1]([C:3]1[CH:22]=[CH:21][C:6]([CH2:7][NH:8][C:9]([C:11]2[CH:12]=[C:13]3[C:18](=[CH:19][CH:20]=2)[N:17]=[CH:16][CH:15]=[CH:14]3)=[O:10])=[CH:5][CH:4]=1)=O.C=O.[C:25]1([NH2:31])[CH:30]=[CH:29][CH:28]=[CH:27][CH:26]=1. (8) Given the product [OH:6][CH:7]([CH2:27][C:28]1[CH:33]=[CH:32][CH:31]=[CH:30][CH:29]=1)[CH2:8][CH2:9][CH:10]1[CH2:14][CH2:13][C:12](=[O:15])[N:11]1[CH2:16][CH2:17][CH2:18][C:19]1[CH:20]=[CH:21][C:22]([C:23]#[N:24])=[CH:25][CH:26]=1, predict the reactants needed to synthesize it. The reactants are: C([Si](C)(C)[O:6][CH:7]([CH2:27][C:28]1[CH:33]=[CH:32][CH:31]=[CH:30][CH:29]=1)[CH2:8][CH2:9][CH:10]1[CH2:14][CH2:13][C:12](=[O:15])[N:11]1[CH2:16][CH2:17][CH2:18][C:19]1[CH:26]=[CH:25][C:22]([C:23]#[N:24])=[CH:21][CH:20]=1)(C)(C)C.CCCC[N+](CCCC)(CCCC)CCCC.[F-]. (9) Given the product [C:2]1([C:1]([C:9]2[S:13][C:12]([NH2:14])=[N:11][C:10]=2[C:22]2[O:23][CH:24]=[CH:25][CH:26]=2)=[O:8])[CH:3]=[CH:4][CH:5]=[CH:6][CH:7]=1, predict the reactants needed to synthesize it. The reactants are: [C:1]([C:9]1[S:13][C:12]([NH:14]C(=O)OC(C)(C)C)=[N:11][C:10]=1[C:22]1[O:23][CH:24]=[CH:25][CH:26]=1)(=[O:8])[C:2]1[CH:7]=[CH:6][CH:5]=[CH:4][CH:3]=1.